This data is from Peptide-MHC class II binding affinity with 134,281 pairs from IEDB. The task is: Regression. Given a peptide amino acid sequence and an MHC pseudo amino acid sequence, predict their binding affinity value. This is MHC class II binding data. The peptide sequence is DVKDWTDGSRGYRLQ. The MHC is DRB1_0101 with pseudo-sequence DRB1_0101. The binding affinity (normalized) is 0.668.